Dataset: Catalyst prediction with 721,799 reactions and 888 catalyst types from USPTO. Task: Predict which catalyst facilitates the given reaction. (1) Reactant: [F:1][C:2]([F:41])([F:40])[C:3]1[CH:4]=[C:5]([CH:33]=[C:34]([C:36]([F:39])([F:38])[F:37])[CH:35]=1)[CH2:6][N:7]([C:31]#[N:32])[C@H:8]1[CH2:14][CH2:13][CH2:12][N:11]([C:15]([O:17][C:18]([CH3:21])([CH3:20])[CH3:19])=[O:16])[C:10]2[CH:22]=[C:23]([C:27]([F:30])([F:29])[F:28])[C:24]([CH3:26])=[CH:25][C:9]1=2.Cl.C(N(CC)CC)C.[N-:50]=[N+:51]=[N-:52].[Na+]. Product: [F:37][C:36]([F:39])([F:38])[C:34]1[CH:33]=[C:5]([CH:4]=[C:3]([C:2]([F:1])([F:40])[F:41])[CH:35]=1)[CH2:6][N:7]([C:31]1[N:50]=[N:51][NH:52][N:32]=1)[C@H:8]1[CH2:14][CH2:13][CH2:12][N:11]([C:15]([O:17][C:18]([CH3:20])([CH3:21])[CH3:19])=[O:16])[C:10]2[CH:22]=[C:23]([C:27]([F:28])([F:29])[F:30])[C:24]([CH3:26])=[CH:25][C:9]1=2. The catalyst class is: 133. (2) Reactant: [CH2:1]([N:3]([CH2:23][CH3:24])[C:4]1[CH:13]=[C:12]2[C:7]([CH:8]=[C:9]([C:15]3[N:16]=[C:17]([CH2:20][C:21]#[N:22])[S:18][CH:19]=3)[C:10](=[O:14])[O:11]2)=[CH:6][CH:5]=1)[CH3:2].[OH-:25].[Na+]. Product: [CH2:23]([N:3]([CH2:1][CH3:2])[C:4]1[CH:13]=[C:12]2[C:7]([CH:8]=[C:9]([C:15]3[N:16]=[C:17]([CH2:20][C:21]([NH2:22])=[O:25])[S:18][CH:19]=3)[C:10](=[O:14])[O:11]2)=[CH:6][CH:5]=1)[CH3:24]. The catalyst class is: 33.